Task: Regression. Given a peptide amino acid sequence and an MHC pseudo amino acid sequence, predict their binding affinity value. This is MHC class I binding data.. Dataset: Peptide-MHC class I binding affinity with 185,985 pairs from IEDB/IMGT (1) The peptide sequence is PLRPMTYK. The MHC is HLA-B51:01 with pseudo-sequence HLA-B51:01. The binding affinity (normalized) is 0. (2) The peptide sequence is DDHKFYHYSV. The MHC is H-2-Kb with pseudo-sequence H-2-Kb. The binding affinity (normalized) is 0.0749.